This data is from Full USPTO retrosynthesis dataset with 1.9M reactions from patents (1976-2016). The task is: Predict the reactants needed to synthesize the given product. (1) Given the product [F:1][C:2]([F:26])([F:25])[CH2:3][NH:4][C:5]([C:7]1([CH2:20][CH2:21][CH2:22][CH2:23][N:39]2[CH:40]([CH3:42])[CH2:41][N:36]([C:34](=[O:35])[CH2:33][C:27]3[CH:32]=[CH:31][CH:30]=[CH:29][CH:28]=3)[CH2:37][CH:38]2[CH3:43])[C:19]2[CH:18]=[CH:17][CH:16]=[CH:15][C:14]=2[C:13]2[C:8]1=[CH:9][CH:10]=[CH:11][CH:12]=2)=[O:6], predict the reactants needed to synthesize it. The reactants are: [F:1][C:2]([F:26])([F:25])[CH2:3][NH:4][C:5]([C:7]1([CH2:20][CH2:21][CH2:22][CH2:23]Br)[C:19]2[CH:18]=[CH:17][CH:16]=[CH:15][C:14]=2[C:13]2[C:8]1=[CH:9][CH:10]=[CH:11][CH:12]=2)=[O:6].[C:27]1([CH2:33][C:34]([N:36]2[CH2:41][CH:40]([CH3:42])[NH:39][CH:38]([CH3:43])[CH2:37]2)=[O:35])[CH:32]=[CH:31][CH:30]=[CH:29][CH:28]=1. (2) Given the product [Br:9][C:10]1[CH:15]=[CH:14][C:13]([O:16][CH2:2][C:3]([N:5]([O:7][CH3:8])[CH3:6])=[O:4])=[C:12]([O:17][CH3:18])[CH:11]=1, predict the reactants needed to synthesize it. The reactants are: Cl[CH2:2][C:3]([N:5]([O:7][CH3:8])[CH3:6])=[O:4].[Br:9][C:10]1[CH:15]=[CH:14][C:13]([OH:16])=[C:12]([O:17][CH3:18])[CH:11]=1.C(=O)([O-])[O-].[K+].[K+]. (3) The reactants are: [NH2:1][C:2]1[CH:7]=[C:6]([O:8][C:9]2[CH:14]=[CH:13][C:12]([NH2:15])=[C:11]([Cl:16])[CH:10]=2)[CH:5]=[CH:4][N:3]=1.[CH2:17]([N:19]([CH2:22]C)[CH2:20][CH3:21])[CH3:18].ClC([O:27][C:28]1C=CC=CC=1)=O.C[N:35]1CCNCC1. Given the product [NH2:15][C:12]1[CH:13]=[CH:14][C:9]([O:8][C:6]2[CH:5]=[CH:4][N:3]=[C:2]([NH:1][C:28]([N:35]3[CH2:21][CH2:20][N:19]([CH3:22])[CH2:17][CH2:18]3)=[O:27])[CH:7]=2)=[CH:10][C:11]=1[Cl:16], predict the reactants needed to synthesize it. (4) Given the product [C:1]([O:9][C@H:10]1[CH2:15][C:14](=[O:16])[CH2:13][CH2:12][C@@H:11]1[C:17]1[N:21]([CH2:22][O:23][CH2:24][CH2:25][O:26][CH3:27])[N:20]=[CH:19][CH:18]=1)(=[O:8])[C:2]1[CH:3]=[CH:4][CH:5]=[CH:6][CH:7]=1, predict the reactants needed to synthesize it. The reactants are: [C:1]([O:9][C@H:10]1[CH2:15][C@H:14]([OH:16])[CH2:13][CH2:12][C@@H:11]1[C:17]1[N:21]([CH2:22][O:23][CH2:24][CH2:25][O:26][CH3:27])[N:20]=[CH:19][CH:18]=1)(=[O:8])[C:2]1[CH:7]=[CH:6][CH:5]=[CH:4][CH:3]=1.CC(OI1(OC(C)=O)(OC(C)=O)OC(=O)C2C=CC=CC1=2)=O. (5) Given the product [CH3:28][N:25]1[CH2:24][CH2:23][CH:22]([N:19]2[CH2:18][CH2:17][N:16]([C:14]([NH:13][C:9]3[CH:8]=[C:7]([O:6][C:5]4[CH:4]=[CH:3][C:2]([NH:1][C:56]([NH:55][C:53](=[O:54])[CH2:52][C:46]5[CH:47]=[CH:48][CH:49]=[CH:50][CH:51]=5)=[S:57])=[CH:30][CH:29]=4)[CH:12]=[CH:11][N:10]=3)=[O:15])[CH2:21][CH2:20]2)[CH2:27][CH2:26]1, predict the reactants needed to synthesize it. The reactants are: [NH2:1][C:2]1[CH:30]=[CH:29][C:5]([O:6][C:7]2[CH:12]=[CH:11][N:10]=[C:9]([NH:13][C:14]([N:16]3[CH2:21][CH2:20][N:19]([CH:22]4[CH2:27][CH2:26][N:25]([CH3:28])[CH2:24][CH2:23]4)[CH2:18][CH2:17]3)=[O:15])[CH:8]=2)=[CH:4][CH:3]=1.C12(CS(O)(=O)=O)C(C)(C)C(CC1)CC2=O.[C:46]1([CH2:52][C:53]([N:55]=[C:56]=[S:57])=[O:54])[CH:51]=[CH:50][CH:49]=[CH:48][CH:47]=1. (6) Given the product [CH2:10]([O:9][C:7]([C:3]1[NH:4][CH:5]=[C:6]2[CH:29]([C:27]3[O:28][C:24]([S:23][C:21]4[NH:22][C:18]5[CH:17]=[CH:16][C:15]([O:14][CH:13]([F:12])[F:32])=[CH:31][C:19]=5[N:20]=4)=[CH:25][CH:26]=3)[C:34]3[C:35](=[O:39])[CH2:36][CH2:37][CH2:38][C:33]=3[NH:1][C:2]=12)=[O:8])[CH3:11], predict the reactants needed to synthesize it. The reactants are: [NH2:1][C:2]1[CH:6]=[CH:5][NH:4][C:3]=1[C:7]([O:9][CH2:10][CH3:11])=[O:8].[F:12][CH:13]([F:32])[O:14][C:15]1[CH:16]=[CH:17][C:18]2[N:22]=[C:21]([S:23][C:24]3[O:28][C:27]([CH:29]=O)=[CH:26][CH:25]=3)[NH:20][C:19]=2[CH:31]=1.[C:33]1(=O)[CH2:38][CH2:37][CH2:36][C:35](=[O:39])[CH2:34]1. (7) Given the product [CH3:26][C:30]1([CH3:31])[O:43][CH:42]([C:41]([Cl:46])=[O:45])[CH2:47][O:29]1, predict the reactants needed to synthesize it. The reactants are: C(N(C(C1CC1)C)C(=O)CN1C(=O)[C@]2(C3C(=CC(NC([C:26]4C=N[O:29][C:30]=4[CH3:31])=O)=CC=3)CC2)NC1=O)C1C=CC=CC=1.[C:41]([Cl:46])(=[O:45])[C:42](Cl)=[O:43].[CH2:47](Cl)Cl.